From a dataset of Full USPTO retrosynthesis dataset with 1.9M reactions from patents (1976-2016). Predict the reactants needed to synthesize the given product. (1) The reactants are: [CH:1]1([CH2:6][C@H:7]([N:11]2[CH2:19][C:18]3[C:13](=[CH:14][CH:15]=[CH:16][C:17]=3[C:20]([F:23])([F:22])[F:21])[C:12]2=[O:24])[C:8]([OH:10])=O)[CH2:5][CH2:4][CH2:3][CH2:2]1.C(Cl)(=O)C(Cl)=O.[NH2:31][C:32]1[CH:36]=[CH:35][N:34]([CH2:37][CH2:38][OH:39])[N:33]=1.N1C(C)=CC=CC=1C. Given the product [CH:1]1([CH2:6][C@H:7]([N:11]2[CH2:19][C:18]3[C:13](=[CH:14][CH:15]=[CH:16][C:17]=3[C:20]([F:23])([F:22])[F:21])[C:12]2=[O:24])[C:8]([NH:31][C:32]2[CH:36]=[CH:35][N:34]([CH2:37][CH2:38][OH:39])[N:33]=2)=[O:10])[CH2:5][CH2:4][CH2:3][CH2:2]1, predict the reactants needed to synthesize it. (2) The reactants are: [CH3:1][O:2][CH2:3][CH2:4][OH:5].Cl[C:7]1[N:11]=[C:10]([CH:12]2[CH2:17][CH:16]([C:18]3[CH:23]=[CH:22][C:21]([C:24]([F:27])([F:26])[F:25])=[CH:20][CH:19]=3)[CH2:15][N:14]([C:28]([N:30]3[CH2:35][CH2:34][O:33][CH2:32][CH2:31]3)=[O:29])[CH2:13]2)[O:9][N:8]=1.O. Given the product [CH3:1][O:2][CH2:3][CH2:4][O:5][C:7]1[N:11]=[C:10]([CH:12]2[CH2:17][CH:16]([C:18]3[CH:23]=[CH:22][C:21]([C:24]([F:27])([F:25])[F:26])=[CH:20][CH:19]=3)[CH2:15][N:14]([C:28]([N:30]3[CH2:31][CH2:32][O:33][CH2:34][CH2:35]3)=[O:29])[CH2:13]2)[O:9][N:8]=1, predict the reactants needed to synthesize it.